From a dataset of Catalyst prediction with 721,799 reactions and 888 catalyst types from USPTO. Predict which catalyst facilitates the given reaction. (1) The catalyst class is: 7. Product: [ClH:11].[CH2:3]([N:28]1[C:27]2=[C:22]([N:13]3[CH2:14][CH2:15][C:16]4[C:21](=[CH:20][CH:19]=[CH:18][CH:17]=4)[CH2:12]3)[N:23]=[CH:24][CH:25]=[C:26]2[C:30]([CH3:31])=[C:29]1[CH3:32])[C:4]1[CH:9]=[CH:8][CH:7]=[CH:6][CH:5]=1. Reactant: [H-].[Na+].[CH2:3](Br)[C:4]1[CH:9]=[CH:8][CH:7]=[CH:6][CH:5]=1.[ClH:11].[CH2:12]1[C:21]2[C:16](=[CH:17][CH:18]=[CH:19][CH:20]=2)[CH2:15][CH2:14][N:13]1[C:22]1[N:23]=[CH:24][CH:25]=[C:26]2[C:30]([CH3:31])=[C:29]([CH3:32])[NH:28][C:27]=12. (2) Reactant: [ClH:1].CC(C)(C)C(O[NH:7][C@@H:8]1[C:14](=[O:15])[NH:13][C:12]2[CH:16]=[CH:17][CH:18]=[C:19]([C:20]3[CH:21]=[C:22]([CH:25]=[CH:26][CH:27]=3)[C:23]#[N:24])[C:11]=2[S:10][CH2:9]1)=O. Product: [ClH:1].[NH2:7][C@@H:8]1[C:14](=[O:15])[NH:13][C:12]2[CH:16]=[CH:17][CH:18]=[C:19]([C:20]3[CH:21]=[C:22]([CH:25]=[CH:26][CH:27]=3)[C:23]#[N:24])[C:11]=2[S:10][CH2:9]1. The catalyst class is: 12.